This data is from Forward reaction prediction with 1.9M reactions from USPTO patents (1976-2016). The task is: Predict the product of the given reaction. Given the reactants O[CH:2]=[C:3]1[C:11]2[C:6](=[CH:7][C:8]([C:12]3[CH:17]=[CH:16][CH:15]=[C:14]([O:18][CH3:19])[CH:13]=3)=[CH:9][CH:10]=2)[NH:5][C:4]1=[O:20].[N:21]1([C:27]2[CH:32]=[CH:31][C:30]([NH2:33])=[CH:29][CH:28]=2)[CH2:26][CH2:25][O:24][CH2:23][CH2:22]1, predict the reaction product. The product is: [CH3:19][O:18][C:14]1[CH:13]=[C:12]([C:8]2[CH:7]=[C:6]3[C:11]([C:3](=[CH:2][NH:33][C:30]4[CH:29]=[CH:28][C:27]([N:21]5[CH2:22][CH2:23][O:24][CH2:25][CH2:26]5)=[CH:32][CH:31]=4)[C:4](=[O:20])[NH:5]3)=[CH:10][CH:9]=2)[CH:17]=[CH:16][CH:15]=1.